Dataset: Full USPTO retrosynthesis dataset with 1.9M reactions from patents (1976-2016). Task: Predict the reactants needed to synthesize the given product. (1) Given the product [F:11][C:10]([F:13])([F:12])[C:7]1[CH:8]=[CH:9][C:2]([N:18]2[CH:19]=[C:15]([CH3:14])[N:16]=[CH:17]2)=[C:3]([CH:6]=1)[C:4]#[N:5], predict the reactants needed to synthesize it. The reactants are: F[C:2]1[CH:9]=[CH:8][C:7]([C:10]([F:13])([F:12])[F:11])=[CH:6][C:3]=1[C:4]#[N:5].[CH3:14][C:15]1[N:16]=[CH:17][NH:18][CH:19]=1.C(=O)([O-])[O-].[K+].[K+].FC(F)(F)C1C=CC(N2C(C)=CN=C2)=C(C=1)C#N. (2) Given the product [F:12][C:4]1[C:5]([O:10][CH3:11])=[CH:6][C:7]([O:8][CH3:9])=[C:2]([F:1])[C:3]=1[N:13]1[C:14](=[O:36])[C:15]2([CH2:45][CH2:44]2)[C:16]2[C:21](=[CH:20][N:19]=[C:18]([CH:23]3[CH2:28][CH2:27][CH2:26][N:25]([C:29]([O:31][C:32]([CH3:33])([CH3:35])[CH3:34])=[O:30])[CH2:24]3)[CH:17]=2)[CH2:22]1, predict the reactants needed to synthesize it. The reactants are: [F:1][C:2]1[C:7]([O:8][CH3:9])=[CH:6][C:5]([O:10][CH3:11])=[C:4]([F:12])[C:3]=1[N:13]1[CH2:22][C:21]2[CH:20]=[N:19][C:18]([CH:23]3[CH2:28][CH2:27][CH2:26][N:25]([C:29]([O:31][C:32]([CH3:35])([CH3:34])[CH3:33])=[O:30])[CH2:24]3)=[CH:17][C:16]=2[CH2:15][C:14]1=[O:36].C(=O)([O-])[O-].[Cs+].[Cs+].Br[CH2:44][CH2:45]Cl.